From a dataset of Catalyst prediction with 721,799 reactions and 888 catalyst types from USPTO. Predict which catalyst facilitates the given reaction. (1) Reactant: [N+:1]([C:4]1[CH:12]=[CH:11][CH:10]=[CH:9][C:5]=1[C:6](Cl)=[O:7])([O-:3])=[O:2].[Cl:13][C:14]1[CH:19]=[CH:18][N:17]=[C:16]([NH2:20])[CH:15]=1.C(N(CC)CC)C.C1COCC1. Product: [Cl:13][C:14]1[CH:19]=[CH:18][N:17]=[C:16]([NH:20][C:6](=[O:7])[C:5]2[CH:9]=[CH:10][CH:11]=[CH:12][C:4]=2[N+:1]([O-:3])=[O:2])[CH:15]=1. The catalyst class is: 69. (2) Reactant: [CH3:1][N:2]([CH2:12][CH2:13][O:14][C:15]1[CH:28]=[CH:27][C:18]([CH:19]=[C:20]2[S:24][C:23](=[O:25])[NH:22][C:21]2=[O:26])=[CH:17][CH:16]=1)[C:3]1[O:4][C:5]2[CH:11]=[CH:10][CH:9]=[CH:8][C:6]=2[N:7]=1.[H][H]. Product: [OH2:4].[CH3:1][N:2]([CH2:12][CH2:13][O:14][C:15]1[CH:16]=[CH:17][C:18]([CH2:19][CH:20]2[S:24][C:23](=[O:25])[NH:22][C:21]2=[O:26])=[CH:27][CH:28]=1)[C:3]1[O:4][C:5]2[CH:11]=[CH:10][CH:9]=[CH:8][C:6]=2[N:7]=1.[CH3:1][N:2]([CH2:12][CH2:13][O:14][C:15]1[CH:16]=[CH:17][C:18]([CH2:19][CH:20]2[S:24][C:23](=[O:25])[NH:22][C:21]2=[O:26])=[CH:27][CH:28]=1)[C:3]1[O:4][C:5]2[CH:11]=[CH:10][CH:9]=[CH:8][C:6]=2[N:7]=1. The catalyst class is: 505. (3) The catalyst class is: 58. Product: [F:8][C:9]1[CH:14]=[CH:13][C:12]([C:15]2([CH3:2])[CH2:16][O:17]2)=[CH:11][CH:10]=1. Reactant: [I-].[CH3:2][S+](C)C.[H-].[Na+].[F:8][C:9]1[CH:14]=[CH:13][C:12]([C:15](=[O:17])[CH3:16])=[CH:11][CH:10]=1.